From a dataset of Peptide-MHC class II binding affinity with 134,281 pairs from IEDB. Regression. Given a peptide amino acid sequence and an MHC pseudo amino acid sequence, predict their binding affinity value. This is MHC class II binding data. (1) The peptide sequence is GATEIQMSSGNILFM. The MHC is DRB1_1302 with pseudo-sequence DRB1_1302. The binding affinity (normalized) is 1.00. (2) The peptide sequence is QTYYLSMEYLQGRAL. The MHC is HLA-DQA10101-DQB10501 with pseudo-sequence HLA-DQA10101-DQB10501. The binding affinity (normalized) is 0.409.